Binary Classification. Given a T-cell receptor sequence (or CDR3 region) and an epitope sequence, predict whether binding occurs between them. From a dataset of TCR-epitope binding with 47,182 pairs between 192 epitopes and 23,139 TCRs. (1) The epitope is IYSKHTPINL. The TCR CDR3 sequence is CASSLANGQGNFLSEEKTQYF. Result: 0 (the TCR does not bind to the epitope). (2) The epitope is YLNTLTLAV. The TCR CDR3 sequence is CASSEALGSPGLIDTQYF. Result: 0 (the TCR does not bind to the epitope).